Dataset: Full USPTO retrosynthesis dataset with 1.9M reactions from patents (1976-2016). Task: Predict the reactants needed to synthesize the given product. Given the product [CH2:15]([S:22]([NH:25][C:26]([CH:28]1[CH2:29][N:30]([C:2]2[C:10]([C:11]#[N:12])=[CH:9][C:5]([C:6]([O:8][CH2:32][CH3:33])=[O:7])=[C:4]([CH2:13][Cl:14])[N:3]=2)[CH2:31]1)=[O:27])(=[O:23])=[O:24])[C:16]1[CH:17]=[CH:18][CH:19]=[CH:20][CH:21]=1, predict the reactants needed to synthesize it. The reactants are: Cl[C:2]1[C:10]([C:11]#[N:12])=[CH:9][C:5]([C:6]([O-:8])=[O:7])=[C:4]([CH2:13][Cl:14])[N:3]=1.[CH2:15]([S:22]([NH:25][C:26]([CH:28]1[CH2:31][NH:30][CH2:29]1)=[O:27])(=[O:24])=[O:23])[C:16]1[CH:21]=[CH:20][CH:19]=[CH:18][CH:17]=1.[CH3:32][CH2:33]O.